From a dataset of Full USPTO retrosynthesis dataset with 1.9M reactions from patents (1976-2016). Predict the reactants needed to synthesize the given product. (1) Given the product [Cl:1][S:2](=[O:4])(=[O:3])[NH:5][C:6]([O:12][C:8]([CH3:11])([CH3:10])[CH3:9])=[O:7].[NH2:5][S:2]([NH:13][CH2:14][CH2:15][CH2:16][NH:17][C:18]1[C:23]([Br:24])=[CH:22][N:21]=[C:20]([NH:25][C:26]2[CH:27]=[C:28]([NH:32][C:33]([N:35]3[CH2:39][CH2:38][CH2:37][CH2:36]3)=[O:34])[CH:29]=[CH:30][CH:31]=2)[N:19]=1)(=[O:4])=[O:3], predict the reactants needed to synthesize it. The reactants are: [Cl:1][S:2]([N:5]=[C:6]=[O:7])(=[O:4])=[O:3].[C:8]([OH:12])([CH3:11])([CH3:10])[CH3:9].[NH2:13][CH2:14][CH2:15][CH2:16][NH:17][C:18]1[C:23]([Br:24])=[CH:22][N:21]=[C:20]([NH:25][C:26]2[CH:27]=[C:28]([NH:32][C:33]([N:35]3[CH2:39][CH2:38][CH2:37][CH2:36]3)=[O:34])[CH:29]=[CH:30][CH:31]=2)[N:19]=1.CCN(C(C)C)C(C)C. (2) Given the product [CH3:8][C:9]1[CH:46]=[C:45]([CH3:47])[CH:44]=[CH:43][C:10]=1[O:11][CH2:12][C@H:13]([OH:42])[CH2:14][NH:15][C:16]1[CH:21]=[CH:20][NH:19][C:18](=[O:22])[C:17]=1[C:23]1[NH:34][C:33]2[C:25]([N:24]=1)=[CH:26][C:27]1[CH2:28][N:29]([CH:36]3[CH2:37][CH2:38][N:39]([CH2:59][CH2:58][C:57]#[N:60])[CH2:40][CH2:41]3)[C:30](=[O:35])[C:31]=1[CH:32]=2, predict the reactants needed to synthesize it. The reactants are: C(O)(C(F)(F)F)=O.[CH3:8][C:9]1[CH:46]=[C:45]([CH3:47])[CH:44]=[CH:43][C:10]=1[O:11][CH2:12][C@H:13]([OH:42])[CH2:14][NH:15][C:16]1[CH:21]=[CH:20][NH:19][C:18](=[O:22])[C:17]=1[C:23]1[NH:34][C:33]2[C:25](=[CH:26][C:27]3[CH2:28][N:29]([CH:36]4[CH2:41][CH2:40][NH:39][CH2:38][CH2:37]4)[C:30](=[O:35])[C:31]=3[CH:32]=2)[N:24]=1.CCN(C(C)C)C(C)C.[C:57](#[N:60])[CH:58]=[CH2:59].